This data is from Full USPTO retrosynthesis dataset with 1.9M reactions from patents (1976-2016). The task is: Predict the reactants needed to synthesize the given product. (1) Given the product [CH2:24]([C:13]1([CH2:22][CH3:23])[C:12]2[CH:11]=[C:10]3[NH:26][C:7]([C:3]4[C:2]([NH:1][C:30](=[O:31])[N:29]([CH2:33][CH3:34])[CH2:27][CH3:28])=[CH:6][NH:5][N:4]=4)=[N:8][C:9]3=[CH:17][C:16]=2[N:15]([CH:18]([CH3:20])[CH3:19])[C:14]1=[O:21])[CH3:25], predict the reactants needed to synthesize it. The reactants are: [NH2:1][C:2]1[C:3]([C:7]2[NH:26][C:10]3=[CH:11][C:12]4[C:13]([CH2:24][CH3:25])([CH2:22][CH3:23])[C:14](=[O:21])[N:15]([CH:18]([CH3:20])[CH3:19])[C:16]=4[CH:17]=[C:9]3[N:8]=2)=[N:4][NH:5][CH:6]=1.[CH2:27]([N:29]([CH2:33][CH3:34])[C:30](Cl)=[O:31])[CH3:28]. (2) Given the product [C:1]([C:3]1[CH:8]=[CH:7][CH:6]=[CH:5][C:4]=1[C:9]1[CH:14]=[CH:13][C:12]([CH2:15][CH:25]([C:10](=[O:20])[CH2:9][CH2:4][CH3:3])[C:24]([O:27][CH2:28][CH3:29])=[O:26])=[CH:11][C:10]=1[O:20][CH3:21])#[N:2], predict the reactants needed to synthesize it. The reactants are: [C:1]([C:3]1[CH:8]=[CH:7][CH:6]=[CH:5][C:4]=1[C:9]1[CH:14]=[CH:13][C:12]([C:15](OCC)=O)=[CH:11][C:10]=1[O:20][CH3:21])#[N:2].[BH4-].[Li+].[C:24]([O:27][CH2:28][CH3:29])(=[O:26])[CH3:25].[Cl-].[NH4+].